From a dataset of Microsomal clearance measurements from AstraZeneca. Regression/Classification. Given a drug SMILES string, predict its absorption, distribution, metabolism, or excretion properties. Task type varies by dataset: regression for continuous measurements (e.g., permeability, clearance, half-life) or binary classification for categorical outcomes (e.g., BBB penetration, CYP inhibition). For this dataset (clearance_microsome_az), we predict log10(clearance) (log10 of the in vitro intrinsic clearance, CLint, in uL/min per mg of human liver microsomal protein, equivalently mL/min/g; values are censored to the assay range of 3 to 150, which is 0.477 to 2.18 on this log10 scale). (1) The compound is C[C@@H](C(=O)O)c1cccc(C(=O)c2ccccc2)c1. The log10(clearance) is 0.480. (2) The drug is O=C(O)COc1ccc(Br)cc1-c1ccccc1. The log10(clearance) is 0.480. (3) The log10(clearance) is 0.790. The drug is CC(CCc1cccc(OCc2ccc3ccccc3n2)c1)CC(=O)O. (4) The compound is O=C(NC1CC1)c1cn(-c2cccc(C#Cc3cccnc3)c2)c2ncccc2c1=O. The log10(clearance) is 0.850. (5) The molecule is Nc1nnc(-c2ccccc2)s1. The log10(clearance) is 0.480. (6) The drug is O=C(NCC1(O)CCCCCC1)c1cc(-n2ncc(=O)[nH]c2=O)ccc1Cl. The log10(clearance) is 0.480. (7) The compound is O=C(O)c1ccccc1N1CCC(CN2CCC(Oc3ccc(Cl)c(Cl)c3)CC2)CC1. The log10(clearance) is 0.900.